Binary Classification. Given two protein amino acid sequences, predict whether they physically interact or not. From a dataset of Human Reference Interactome with 51,813 positive PPI pairs across 8,248 proteins, plus equal number of experimentally-validated negative pairs. (1) Protein 1 (ENSG00000058729) has sequence MGKVNVAKLRYMSRDDFRVLTAVEMGMKNHEIVPGSLIASIASLKHGGCNKVLRELVKHKLIAWERTKTVQGYRLTNAGYDYLALKTLSSRQVVESVGNQMGVGKESDIYIVANEEGQQFALKLHRLGRTSFRNLKNKRDYHKHRHNVSWLYLSRLSAMKEFAYMKALYERKFPVPKPIDYNRHAVVMELINGYPLCQIHHVEDPASVYDEAMELIVKLANHGLIHGDFNEFNLILDESDHITMIDFPQMVSTSHPNAEWYFDRDVKCIKDFFMKRFSYESELFPTFKDIRREDTLDVEV.... Protein 2 (ENSG00000128340) has sequence MQAIKCVVVGDGAVGKTCLLISYTTNAFPGEYIPTVFDNYSANVMVDSKPVNLGLWDTAGQEDYDRLRPLSYPQTDVFLICFSLVSPASYENVRAKWFPEVRHHCPSTPIILVGTKLDLRDDKDTIEKLKEKKLAPITYPQGLALAKEIDSVKYLECSALTQRGLKTVFDEAIRAVLCPQPTRQQKRACSLL*MQAIKAVGKTCLLISYTTNAFPGEYIPTVFDNYSANVMVDSKPVNLGLWDTAGQEDYDRLRPLSYPQTDVFLICFSLVSPASYENVRAKWFPEVRHHCPSTPIILVG.... Result: 0 (the proteins do not interact). (2) Protein 1 (ENSG00000140464) has sequence MEPAPARSPRPQQDPARPQEPTMPPPETPSEGRQPSPSPSPTERAPASEEEFQFLRCQQCQAEAKCPKLLPCLHTLCSGCLEASGMQCPICQAPWPLGADTPALDNVFFESLQRRLSVYRQIVDAQAVCTRCKESADFWCFECEQLLCAKCFEAHQWFLKHEARPLAELRNQSVREFLDGTRKTNNIFCSNPNHRTPTLTSIYCRGCSKPLCCSCALLDSSHSELKCDISAEIQQRQEELDAMTQALQEQDSAFGAVHAQMHAAVGQLGRARAETEELIRERVRQVVAHVRAQERELLEA.... Protein 2 (ENSG00000122359) has sequence MPPIGLDNVATYAGQFNQDYLSGMAANMSGTFGGANMPNLYPGAPGAGYPPVPPGGFGQPPSAQQPVPPYGMYPPPGGNPPSRMPSYPPYPGAPVPGQPMPPPGQQPPGAYPGQPPVTYPGQPPVPLPGQQQPVPSYPGYPGSGTVTPAVPPTQFGSRGTITDAPGFDPLRDAEVLRKAMKGFGTDEQAIIDCLGSRSNKQRQQILLSFKTAYGKDLIKDLKSELSGNFEKTILALMKTPVLFDIYEIKEAIKGVGTDEACLIEILASRSNEHIRELNRAYKAEFKKTLEEAIRSDTSGH.... Result: 0 (the proteins do not interact). (3) Protein 1 (ENSG00000173212) has sequence MKYLTVGDLEDCLLNKVDLRRQQISQAVEEVQKVVHHLTTNISNQDIRFQAVPYSDTYNENIKVLAPSQFLVTVPIKGLAGYREAREQHWRYYTLQGTRLPCPLRDPEGLQQWLEVEQFMKSLWQWHETDVNIDGDIVPAKVLLVFRKLVENAVRTCHLSGKVSLLGNRSAVWVAVETSAYQVELELVPAVEIPTTWSKKARWPRCLQRWPSQERVECIKSFGFNLLACSNYHWQLSFLRAEQVLLEQLDEDGGCRRKCFQVMRHLKEDIWCPGNRPVITSHHLQTVLFWTCEKYPHFKD.... Protein 2 (ENSG00000185482) has sequence MTEKEVLESPKPSFPAETRQSGLQRLKQLLRKGSTGTKEMELPPEPQANGEAVGAGGGPIYYIYEEEEEEEEEEEEPPPEPPKLVNDKPHKFKDHFFKKPKFCDVCARMIVLNNKFGLRCKNCKTNIHEHCQSYVEMQRCFGKIPPGFHRAYSSPLYSNQQYACVKDLSAANRNDPVFETLRTGVIMANKERKKGQADKKNPVAAMMEEEPESARPEEGKPQDGNPEGDKKAEKKTPDDKHKQPGFQQSHYFVALYRFKALEKDDLDFPPGEKITVIDDSNEEWWRGKIGEKVGFFPPNF.... Result: 1 (the proteins interact). (4) Protein 1 (ENSG00000175489) has sequence MGGTLAWTLLLPLLLRESDSLEPSCTVSSADVDWNAEFSATCLNFSGLSLSLPHNQSLRASNVILLDLSGNGLRELPVTFFAHLQKLEVLNVLRNPLSRVDGALAARCDLDLQADCNCALESWHDIRRDNCSGQKPLLCWDTTSSQHNLSAFLEVSCAPGLASATIGAVVVSGCLLLGLAIAGPVLAWRLWRCRVARSRELNKPWAAQDGPKPGLGLQPRYGSRSAPKPQVAVPSCPSTPDYENMFVGQPAAEHQWDEQGAHPSEDNDFYINYKDIDLASQPVYCNLQSLGQAPMDEEEY.... Protein 2 (ENSG00000186106) has sequence MSYVFVNDSSQTNVPLLQACIDGDFNYSKRLLESGFDPNIRDSRGRTGLHLAAARGNVDICQLLHKFGADLLATDYQGNTALHLCGHVDTIQFLVSNGLKIDICNHQGATPLVLAKRRGVNKDVIRLLESLEEQEVKGFNRGTHSKLETMQTAESESAMESHSLLNPNLQQGEGVLSSFRTTWQEFVEDLGFWRVLLLIFVIALLSLGIAYYVSGVLPFVENQPELVH*MSYVFVNDSSQTNVPLLQACIDGDFNYSKRLLESGFDPNIRDSRGRTGLHLAAARGNVDICQLLHKFGADL.... Result: 1 (the proteins interact). (5) Protein 1 (ENSG00000184515) has sequence MENVPKENKVVEKAPVQNEAPALGGGEYQEPGGNVKGVWAPPAPGFGEDVPNRLVDNIDMIDGDGDDMERFMEEMRELRRKIRELQLRYSLRILIGDPPHHDHHDEFCLMP*. Protein 2 (ENSG00000197779) has sequence MPANEDAPQPGEHGSACEVSVSFEDVTVDFSREEWQQLDSTQRRLYQDVMLENYSHLLSVGKDNHPVKL*MPANEDAPQPGEHGSACEVSVSFEDVTVDFSREEWQQLDSTQRRLYQDVMLENYSHLLSVGFEVPKPEVIFKLEQGEGPWTLEGEAPHQSCSDGKFGIKPSQRRISGKSTFHSEMEGEDTRDDSLYSILEELWQDAEQIKRCQEKHNKLLSRTTFLNKKILNTEWDYEYKDFGKFVHPSPNLILSQKRPHKRDSFGKSFKHNLDLHIHNKSNAAKNLDKTIGHGQVFTQN.... Result: 0 (the proteins do not interact).